Dataset: Forward reaction prediction with 1.9M reactions from USPTO patents (1976-2016). Task: Predict the product of the given reaction. Given the reactants FC(F)(F)C(O)=O.[Cl:8][C:9]1[CH:14]=[CH:13][C:12]([N:15]2[CH2:20][CH2:19][N:18]([C:21]3[N:22]=[C:23]([N:31]4[CH2:35][CH2:34][CH2:33][C@H:32]4[CH2:36][NH2:37])[C:24]4[S:29](=[O:30])[CH2:28][CH2:27][C:25]=4[N:26]=3)[CH2:17][CH2:16]2)=[CH:11][CH:10]=1.[C:38]1([N:44]=[C:45]=[O:46])[CH:43]=[CH:42][CH:41]=[CH:40][CH:39]=1, predict the reaction product. The product is: [Cl:8][C:9]1[CH:14]=[CH:13][C:12]([N:15]2[CH2:16][CH2:17][N:18]([C:21]3[N:22]=[C:23]([N:31]4[CH2:35][CH2:34][CH2:33][C@H:32]4[CH2:36][NH:37][C:45]([NH:44][C:38]4[CH:43]=[CH:42][CH:41]=[CH:40][CH:39]=4)=[O:46])[C:24]4[S:29](=[O:30])[CH2:28][CH2:27][C:25]=4[N:26]=3)[CH2:19][CH2:20]2)=[CH:11][CH:10]=1.